This data is from Reaction yield outcomes from USPTO patents with 853,638 reactions. The task is: Predict the reaction yield, written as a fraction of the theoretical maximum amount of product (1.0 means a 100% yield; for example, 0.34 means a 34% yield). The yield is 0.420. The reactants are CON=[C:4]([CH2:10][C:11](=O)[CH3:12])[C:5]([O:7][CH2:8][CH3:9])=[O:6].Cl.[Cl:15][C:16]1[CH:21]=[C:20]([Cl:22])[CH:19]=[C:18]([Cl:23])[C:17]=1[NH:24][NH2:25]. The product is [CH3:12][C:11]1[CH:10]=[C:4]([C:5]([O:7][CH2:8][CH3:9])=[O:6])[N:24]([C:17]2[C:16]([Cl:15])=[CH:21][C:20]([Cl:22])=[CH:19][C:18]=2[Cl:23])[N:25]=1. The catalyst is C(O)(=O)C.C(OCC)(=O)C.